Task: Regression. Given a peptide amino acid sequence and an MHC pseudo amino acid sequence, predict their binding affinity value. This is MHC class II binding data.. Dataset: Peptide-MHC class II binding affinity with 134,281 pairs from IEDB (1) The peptide sequence is IQYVNYWFAPGAGAA. The MHC is DRB1_0405 with pseudo-sequence DRB1_0405. The binding affinity (normalized) is 0.297. (2) The peptide sequence is YFESFVREFVATART. The MHC is DRB1_1302 with pseudo-sequence DRB1_1302. The binding affinity (normalized) is 0.185.